From a dataset of Reaction yield outcomes from USPTO patents with 853,638 reactions. Predict the reaction yield, written as a fraction of the theoretical maximum amount of product (1.0 means a 100% yield; for example, 0.34 means a 34% yield). (1) The reactants are [Cl:1][C:2]1[CH:3]=[CH:4][C:5]([CH2:8][CH2:9][C:10]2[CH:15]=[CH:14][NH:13][C:12](=[O:16])[N:11]=2)=[N:6][CH:7]=1.Br[C:18]1[CH:23]=[CH:22][C:21]2[C:24]3[CH2:25][N:26]([C:32]([O:34][C:35]([CH3:38])([CH3:37])[CH3:36])=[O:33])[CH2:27][CH2:28][CH2:29][C:30]=3[O:31][C:20]=2[CH:19]=1.C([O-])([O-])=O.[Cs+].[Cs+].CN[C@@H]1CCCC[C@H]1NC. The catalyst is C1(C)C=CC=CC=1.[Cu]I. The product is [Cl:1][C:2]1[CH:3]=[CH:4][C:5]([CH2:8][CH2:9][C:10]2[CH:15]=[CH:14][N:13]([C:18]3[CH:23]=[CH:22][C:21]4[C:24]5[CH2:25][N:26]([C:32]([O:34][C:35]([CH3:38])([CH3:37])[CH3:36])=[O:33])[CH2:27][CH2:28][CH2:29][C:30]=5[O:31][C:20]=4[CH:19]=3)[C:12](=[O:16])[N:11]=2)=[N:6][CH:7]=1. The yield is 0.400. (2) The yield is 0.630. The product is [CH3:22][O:21][C:18]1[CH:19]=[CH:20][C:15]([NH:14][C:12]2[S:13][C:9]([NH:8][C:6](=[O:7])[C:5]3[CH:26]=[CH:27][C:2]([N:32]4[CH2:33][CH2:34][N:29]([CH3:28])[CH2:30][CH2:31]4)=[CH:3][CH:4]=3)=[C:10]([C:23]([NH2:25])=[O:24])[N:11]=2)=[CH:16][CH:17]=1. The reactants are F[C:2]1[CH:27]=[CH:26][C:5]([C:6]([NH:8][C:9]2[S:13][C:12]([NH:14][C:15]3[CH:20]=[CH:19][C:18]([O:21][CH3:22])=[CH:17][CH:16]=3)=[N:11][C:10]=2[C:23]([NH2:25])=[O:24])=[O:7])=[CH:4][CH:3]=1.[CH3:28][N:29]1[CH2:34][CH2:33][NH:32][CH2:31][CH2:30]1. The catalyst is CN1CCCC1=O. (3) The reactants are [N:1]1([C:6]2[N:11]=[C:10]([CH3:12])[CH:9]=[C:8]([CH:13]3[CH2:17][CH2:16][CH2:15][NH:14]3)[N:7]=2)[CH:5]=[CH:4][N:3]=[CH:2]1.[CH2:18]1[O:31][C:30]2[CH:29]=[CH:28][C:22]([CH2:23][CH2:24][N:25]=[C:26]=[O:27])=[CH:21][C:20]=2[O:19]1.C(N(CC)CC)C.C1COCC1. The catalyst is O. The product is [O:31]1[C:30]2[CH:29]=[CH:28][C:22]([CH2:23][CH2:24][NH:25][C:26]([N:14]3[CH2:15][CH2:16][CH2:17][CH:13]3[C:8]3[CH:9]=[C:10]([CH3:12])[N:11]=[C:6]([N:1]4[CH:5]=[CH:4][N:3]=[CH:2]4)[N:7]=3)=[O:27])=[CH:21][C:20]=2[O:19][CH2:18]1. The yield is 0.900. (4) The reactants are [C:1]([C:3]1[CH:8]=[CH:7][C:6](B(O)O)=[CH:5][N:4]=1)#[N:2].I[C:13]1[C:21]2[C:16](=[N:17][CH:18]=[N:19][C:20]=2[NH2:22])[N:15]([CH:23]([CH3:25])[CH3:24])[N:14]=1.C([O-])([O-])=O.[Na+].[Na+]. The catalyst is CCO.COCCOC.C1C=CC([P]([Pd]([P](C2C=CC=CC=2)(C2C=CC=CC=2)C2C=CC=CC=2)([P](C2C=CC=CC=2)(C2C=CC=CC=2)C2C=CC=CC=2)[P](C2C=CC=CC=2)(C2C=CC=CC=2)C2C=CC=CC=2)(C2C=CC=CC=2)C2C=CC=CC=2)=CC=1. The product is [NH2:22][C:20]1[N:19]=[CH:18][N:17]=[C:16]2[N:15]([CH:23]([CH3:25])[CH3:24])[N:14]=[C:13]([C:6]3[CH:7]=[CH:8][C:3]([C:1]#[N:2])=[N:4][CH:5]=3)[C:21]=12. The yield is 0.140.